Predict the reaction yield, written as a fraction of the theoretical maximum amount of product (1.0 means a 100% yield; for example, 0.34 means a 34% yield). From a dataset of Reaction yield outcomes from USPTO patents with 853,638 reactions. The reactants are [CH3:1][O:2][C@H:3]1[C@@H:9]2[O:10][CH2:11][C@H:12]([O:13]C(C3C=CC=CC=3)=O)[C@@H:8]2[O:7][C@H:4]1[O:5][CH3:6].[OH-].[Na+].N1C=CC=CC=1.[CH3:30][S:31](Cl)(=[O:33])=[O:32]. The catalyst is CO.C(OCC)(=O)C.ClCCl. The product is [CH3:1][O:2][C@H:3]1[C@@H:9]2[O:10][CH2:11][C@H:12]([O:13][S:31]([CH3:30])(=[O:33])=[O:32])[C@@H:8]2[O:7][C@H:4]1[O:5][CH3:6]. The yield is 0.960.